This data is from Forward reaction prediction with 1.9M reactions from USPTO patents (1976-2016). The task is: Predict the product of the given reaction. Given the reactants [O:1]=[S:2]1(=[O:39])[C:8]2[CH:9]=[CH:10][CH:11]=[CH:12][C:7]=2[CH2:6][N:5]([C:13]2[CH:22]=[C:21]([NH:23][C:24]([CH:26]3[CH2:30][CH2:29][CH2:28][N:27]3C(OC(C)(C)C)=O)=[O:25])[C:20]3[C:15](=[CH:16][CH:17]=[C:18]([CH3:38])[CH:19]=3)[N:14]=2)[CH2:4][CH2:3]1.Cl, predict the reaction product. The product is: [O:39]=[S:2]1(=[O:1])[C:8]2[CH:9]=[CH:10][CH:11]=[CH:12][C:7]=2[CH2:6][N:5]([C:13]2[CH:22]=[C:21]([NH:23][C:24](=[O:25])[C@@H:26]3[CH2:30][CH2:29][CH2:28][NH:27]3)[C:20]3[C:15](=[CH:16][CH:17]=[C:18]([CH3:38])[CH:19]=3)[N:14]=2)[CH2:4][CH2:3]1.